From a dataset of Reaction yield outcomes from USPTO patents with 853,638 reactions. Predict the reaction yield, written as a fraction of the theoretical maximum amount of product (1.0 means a 100% yield; for example, 0.34 means a 34% yield). (1) The reactants are [OH-].[K+].[CH3:3][C@H:4]1[CH2:12][C:11]2[C:6](=[CH:7][C:8]([CH3:13])=[CH:9][CH:10]=2)[C@@H:5]1[NH:14][C:15]1[N:20]=[C:19]([NH2:21])[C:18]([C:22]#[C:23][Si](C)(C)C)=[CH:17][N:16]=1. The catalyst is CO.O. The product is [CH3:3][C@H:4]1[CH2:12][C:11]2[C:6](=[CH:7][C:8]([CH3:13])=[CH:9][CH:10]=2)[C@@H:5]1[NH:14][C:15]1[N:20]=[C:19]([NH2:21])[C:18]([C:22]#[CH:23])=[CH:17][N:16]=1. The yield is 0.330. (2) The reactants are [F:1][C:2]1[C:7]([O:8][CH3:9])=[CH:6][CH:5]=[C:4]([F:10])[C:3]=1[CH2:11][C:12]([OH:14])=O.[C:15](Cl)(=O)C(Cl)=O.[NH2:21][C:22]1[CH:63]=[CH:62][C:25]([C:26]([N:28]([CH2:54][C:55]([O:57]C(C)(C)C)=[O:56])[CH2:29][C:30]2[CH:35]=[CH:34][C:33]([C:36]3[N:40]=[C:39]([C:41]4(C)[CH:46]=[CH:45][C:44]([C:47]5[CH:52]=[CH:51][CH:50]=[CH:49][CH:48]=5)=[CH:43][CH2:42]4)[O:38][N:37]=3)=[CH:32][CH:31]=2)=[O:27])=[CH:24][CH:23]=1.C(O)(C(F)(F)F)=O. The catalyst is C(Cl)Cl.CN(C=O)C. The product is [F:1][C:2]1[C:7]([O:8][CH3:9])=[CH:6][CH:5]=[C:4]([F:10])[C:3]=1[CH2:11][C:12]([NH:21][C:22]1[CH:63]=[CH:62][C:25]([C:26]([N:28]([CH2:54][C:55]([OH:57])=[O:56])[CH2:29][C:30]2[CH:35]=[CH:34][C:33]([C:36]3[N:40]=[C:39]([C:41]4[CH:46]=[CH:45][C:44]([C:47]5[CH:48]=[CH:49][C:50]([CH3:15])=[CH:51][CH:52]=5)=[CH:43][CH:42]=4)[O:38][N:37]=3)=[CH:32][CH:31]=2)=[O:27])=[CH:24][CH:23]=1)=[O:14]. The yield is 0.570. (3) The reactants are [CH3:1][Si:2]([CH3:19])([CH3:18])[C:3]#[C:4][Sn](CCCC)(CCCC)CCCC.[NH2:20][C:21]1[C:26]([F:27])=[C:25]([C:28]2[CH:33]=[CH:32][C:31](I)=[CH:30][CH:29]=2)[N:24]=[C:23]([C:35]([O:37][CH3:38])=[O:36])[C:22]=1[Cl:39]. The catalyst is CN(C)C=O.O.C1C=CC([P]([Pd]([P](C2C=CC=CC=2)(C2C=CC=CC=2)C2C=CC=CC=2)([P](C2C=CC=CC=2)(C2C=CC=CC=2)C2C=CC=CC=2)[P](C2C=CC=CC=2)(C2C=CC=CC=2)C2C=CC=CC=2)(C2C=CC=CC=2)C2C=CC=CC=2)=CC=1. The product is [NH2:20][C:21]1[C:26]([F:27])=[C:25]([C:28]2[CH:33]=[CH:32][C:31]([C:4]#[C:3][Si:2]([CH3:1])([CH3:18])[CH3:19])=[CH:30][CH:29]=2)[N:24]=[C:23]([C:35]([O:37][CH3:38])=[O:36])[C:22]=1[Cl:39]. The yield is 0.730. (4) The reactants are [CH3:1][N:2]([C:14]1[CH:19]=[CH:18][C:17]([C:20]2[N:24]=[CH:23][N:22]([C:25]3[CH:30]=[CH:29][C:28]([O:31][C:32]([F:35])([F:34])[F:33])=[CH:27][CH:26]=3)[N:21]=2)=[CH:16][CH:15]=1)[C:3]([NH:5]C(=O)C1C=CC=CC=1)=[S:4].[OH-].[Na+].Cl. The catalyst is CO. The product is [CH3:1][N:2]([C:14]1[CH:19]=[CH:18][C:17]([C:20]2[N:24]=[CH:23][N:22]([C:25]3[CH:30]=[CH:29][C:28]([O:31][C:32]([F:35])([F:33])[F:34])=[CH:27][CH:26]=3)[N:21]=2)=[CH:16][CH:15]=1)[C:3]([NH2:5])=[S:4]. The yield is 0.470.